This data is from Peptide-MHC class II binding affinity with 134,281 pairs from IEDB. The task is: Regression. Given a peptide amino acid sequence and an MHC pseudo amino acid sequence, predict their binding affinity value. This is MHC class II binding data. (1) The peptide sequence is LHGVRDGLVRDANNY. The MHC is DRB1_0901 with pseudo-sequence DRB1_0901. The binding affinity (normalized) is 0.0516. (2) The MHC is HLA-DPA10201-DPB10101 with pseudo-sequence HLA-DPA10201-DPB10101. The peptide sequence is SGMAEATSLDTMAQM. The binding affinity (normalized) is 0.247.